From a dataset of Reaction yield outcomes from USPTO patents with 853,638 reactions. Predict the reaction yield, written as a fraction of the theoretical maximum amount of product (1.0 means a 100% yield; for example, 0.34 means a 34% yield). (1) The reactants are C([O:3][CH:4](OCC)[C:5]1[CH:6]=[C:7]([CH:11]2[NH:23][C:21]3[C:22]4[C:13](=[N:14][NH:15][C:16](=[O:24])[C:17]=4[CH:18]=[CH:19][CH:20]=3)[CH:12]2[C:25]2[CH:30]=[CH:29][CH:28]=[C:27]([CH:31](OCC)[O:32]CC)[CH:26]=2)[CH:8]=[CH:9][CH:10]=1)C.C(=O)([O-])[O-].[K+].[K+]. The catalyst is Cl. The product is [O:24]=[C:16]1[C:17]2[CH:18]=[CH:19][CH:20]=[C:21]3[NH:23][CH:11]([C:7]4[CH:6]=[C:5]([CH:10]=[CH:9][CH:8]=4)[CH:4]=[O:3])[CH:12]([C:25]4[CH:26]=[C:27]([CH:28]=[CH:29][CH:30]=4)[CH:31]=[O:32])[C:13]([C:22]=23)=[N:14][NH:15]1. The yield is 0.880. (2) The reactants are Br[C:2]1[S:3][C:4]([NH:12][C:13]([O:15][C:16]([CH3:19])([CH3:18])[CH3:17])=[O:14])=[C:5]([C:7]([O:9][CH2:10][CH3:11])=[O:8])[N:6]=1.[F:20][C:21]1[CH:22]=[C:23]([C:37]2(O)[CH2:42][CH2:41][O:40][CH2:39][CH2:38]2)[CH:24]=[C:25]([F:36])[C:26]=1B1OC(C)(C)C(C)(C)O1. No catalyst specified. The product is [C:16]([O:15][C:13]([NH:12][C:4]1[S:3][C:2]([C:26]2[C:25]([F:36])=[CH:24][C:23]([CH:37]3[CH2:38][CH2:39][O:40][CH2:41][CH2:42]3)=[CH:22][C:21]=2[F:20])=[N:6][C:5]=1[C:7]([O:9][CH2:10][CH3:11])=[O:8])=[O:14])([CH3:19])([CH3:18])[CH3:17]. The yield is 0.700. (3) The reactants are [N:1]1([C:6]([N:8]2[CH2:13][CH2:12][N:11]([C:14]3[CH:19]=[C:18]([CH3:20])[CH:17]=[C:16]([CH3:21])[CH:15]=3)[CH2:10][CH2:9]2)=[O:7])[CH:5]=[CH:4][N:3]=[CH:2]1.[ClH:22]. The catalyst is C(Cl)Cl. The product is [ClH:22].[N:1]1([C:6]([N:8]2[CH2:13][CH2:12][N:11]([C:14]3[CH:15]=[C:16]([CH3:21])[CH:17]=[C:18]([CH3:20])[CH:19]=3)[CH2:10][CH2:9]2)=[O:7])[CH:5]=[CH:4][N:3]=[CH:2]1. The yield is 0.787.